Predict which catalyst facilitates the given reaction. From a dataset of Catalyst prediction with 721,799 reactions and 888 catalyst types from USPTO. (1) Reactant: C([SiH](CC)CC)C.[Br:8][CH2:9][C:10]([C:12]1[C:17]([CH3:18])=[CH:16][C:15]([NH:19][C:20](=[O:22])[CH3:21])=[C:14]([CH3:23])[CH:13]=1)=O. Product: [Br:8][CH2:9][CH2:10][C:12]1[C:17]([CH3:18])=[CH:16][C:15]([NH:19][C:20](=[O:22])[CH3:21])=[C:14]([CH3:23])[CH:13]=1. The catalyst class is: 55. (2) Reactant: [NH2:1][C:2]1[N:10]=[CH:9][CH:8]=[CH:7][C:3]=1[C:4]([NH2:6])=[O:5].CO[C:13](=O)[CH2:14][O:15][CH2:16][CH2:17][C:18]1[CH:23]=[CH:22][CH:21]=[C:20]([O:24][CH3:25])[CH:19]=1.[Li+].C[Si]([N-][Si](C)(C)C)(C)C. Product: [CH3:25][O:24][C:20]1[CH:19]=[C:18]([CH2:17][CH2:16][O:15][CH2:14][C:13]2[NH:6][C:4](=[O:5])[C:3]3[CH:7]=[CH:8][CH:9]=[N:10][C:2]=3[N:1]=2)[CH:23]=[CH:22][CH:21]=1. The catalyst class is: 1. (3) Reactant: [CH2:1]([C:3]1[C:4](=[O:25])[N:5]([CH2:17][CH2:18][C:19]2[CH:24]=[CH:23][CH:22]=[CH:21][CH:20]=2)[C:6]([C:10]2[CH:15]=[CH:14][CH:13]=[CH:12][C:11]=2[OH:16])=[N:7][C:8]=1[CH3:9])[CH3:2].[C:26](=O)([O-])[O-].[K+].[K+].IC. Product: [CH2:1]([C:3]1[C:4](=[O:25])[N:5]([CH2:17][CH2:18][C:19]2[CH:20]=[CH:21][CH:22]=[CH:23][CH:24]=2)[C:6]([C:10]2[CH:15]=[CH:14][CH:13]=[CH:12][C:11]=2[O:16][CH3:26])=[N:7][C:8]=1[CH3:9])[CH3:2]. The catalyst class is: 1. (4) Reactant: [ClH:1].Cl.[CH3:3][C:4]1[CH:5]=[C:6]([N:10]2[CH2:15][CH2:14][NH:13][CH2:12][CH2:11]2)[CH:7]=[CH:8][CH:9]=1.[Br:16]Br. Product: [ClH:1].[Br:16][C:9]1[CH:8]=[CH:7][C:6]([N:10]2[CH2:15][CH2:14][NH:13][CH2:12][CH2:11]2)=[CH:5][C:4]=1[CH3:3]. The catalyst class is: 86. (5) Reactant: [CH2:1]([C:3]1[N:8]([C:9]2[CH:14]=[CH:13][C:12]([F:15])=[CH:11][CH:10]=2)[C:7](=[O:16])[CH:6]=[CH:5][N:4]=1)[CH3:2].C([O-])(=O)C.[Na+].[Br:22]Br.C(=O)([O-])[O-].[K+].[K+]. Product: [Br:22][CH:1]([C:3]1[N:8]([C:9]2[CH:14]=[CH:13][C:12]([F:15])=[CH:11][CH:10]=2)[C:7](=[O:16])[CH:6]=[CH:5][N:4]=1)[CH3:2]. The catalyst class is: 86.